From a dataset of Catalyst prediction with 721,799 reactions and 888 catalyst types from USPTO. Predict which catalyst facilitates the given reaction. (1) Reactant: [CH:1]1([C:4]([OH:6])=O)[CH2:3][CH2:2]1.C(N1C=CN=C1)(N1C=CN=C1)=O.[F:19][C:20]1[CH:25]=[CH:24][C:23]([NH:26][C:27]2[N:32]3[N:33]=[CH:34][C:35]([S:36]([NH2:39])(=[O:38])=[O:37])=[C:31]3[N:30]=[CH:29][C:28]=2[C:40]([N:42]2[CH2:47][CH2:46][CH:45]([C:48]3[CH:53]=[CH:52][CH:51]=[CH:50][CH:49]=3)[CH2:44][CH2:43]2)=[O:41])=[C:22]([CH3:54])[CH:21]=1.N12CCCN=C1CCCCC2.C(O)(=O)CC(CC(O)=O)(C(O)=O)O. Product: [F:19][C:20]1[CH:25]=[CH:24][C:23]([NH:26][C:27]2[N:32]3[N:33]=[CH:34][C:35]([S:36]([NH:39][C:4]([CH:1]4[CH2:3][CH2:2]4)=[O:6])(=[O:38])=[O:37])=[C:31]3[N:30]=[CH:29][C:28]=2[C:40]([N:42]2[CH2:47][CH2:46][CH:45]([C:48]3[CH:49]=[CH:50][CH:51]=[CH:52][CH:53]=3)[CH2:44][CH2:43]2)=[O:41])=[C:22]([CH3:54])[CH:21]=1. The catalyst class is: 3. (2) Reactant: [CH3:1][CH2:2][CH2:3][CH2:4][CH2:5][CH2:6][CH2:7][CH2:8][CH2:9][CH2:10][CH2:11][CH2:12][CH2:13][CH2:14][CH2:15][C:16]([O:18][CH2:19]/[CH:20]=[C:21](/[CH:23]=[CH:24]/[CH:25]=[C:26](/[CH:28]=[CH:29]/[C:30]1[C:35]([CH3:37])([CH3:36])[CH2:34][CH2:33][CH2:32][C:31]=1[CH3:38])\[CH3:27])\[CH3:22])=[O:17]. Product: [CH3:38][C:31]1[CH2:32][CH2:33][CH2:34][C:35]([CH3:36])([CH3:37])[C:30]=1/[CH:29]=[CH:28]/[C:26](/[CH3:27])=[CH:25]/[CH:24]=[CH:23]/[C:21](/[CH3:22])=[CH:20]/[CH:19]=[O:18].[C:16]([O-:18])(=[O:17])[CH2:15][CH2:14][CH2:13][CH2:12][CH2:11][CH2:10][CH2:9][CH2:8][CH2:7][CH2:6][CH2:5][CH2:4][CH2:3][CH2:2][CH3:1]. The catalyst class is: 8. (3) Reactant: [CH2:1]([O:8][CH2:9][C:10]1[O:14][N:13]=[C:12]([C:15]([OH:17])=O)[CH:11]=1)[C:2]1[CH:7]=[CH:6][CH:5]=[CH:4][CH:3]=1.[O:18]1[CH2:22][CH2:21][C@H:20]([CH2:23][NH2:24])[CH2:19]1.ON1C2C=CC=CC=2N=N1.Cl.C(N=C=NCCCN(C)C)C.Cl. Product: [O:18]1[CH2:22][CH2:21][C@H:20]([CH2:23][NH:24][C:15]([C:12]2[CH:11]=[C:10]([CH2:9][O:8][CH2:1][C:2]3[CH:3]=[CH:4][CH:5]=[CH:6][CH:7]=3)[O:14][N:13]=2)=[O:17])[CH2:19]1. The catalyst class is: 22. (4) Reactant: [Cl:1][C:2]1[CH:7]=[CH:6][C:5]([CH2:8][C:9](=[O:11])[CH3:10])=[CH:4][C:3]=1[S:12](Cl)(=[O:14])=[O:13].S([O-])([O-])=O.[Na+].[Na+].[C:22](=O)([O-])O.[Na+].IC. Product: [Cl:1][C:2]1[CH:7]=[CH:6][C:5]([CH2:8][C:9](=[O:11])[CH3:10])=[CH:4][C:3]=1[S:12]([CH3:22])(=[O:14])=[O:13]. The catalyst class is: 38. (5) Reactant: [N:1]1([C:7]([C:9]2[C:13]([NH2:14])=[CH:12][N:11]([C:15]3[CH:20]=[CH:19][CH:18]=[CH:17][CH:16]=3)[N:10]=2)=[O:8])[CH2:6][CH2:5][O:4][CH2:3][CH2:2]1.N1C=CC=CC=1.[Br:27][C:28]1[CH:33]=[CH:32][CH:31]=[CH:30][C:29]=1[S:34](Cl)(=[O:36])=[O:35].[NH4+].[Cl-]. Product: [Br:27][C:28]1[CH:33]=[CH:32][CH:31]=[CH:30][C:29]=1[S:34]([NH:14][C:13]1[C:9]([C:7]([N:1]2[CH2:6][CH2:5][O:4][CH2:3][CH2:2]2)=[O:8])=[N:10][N:11]([C:15]2[CH:16]=[CH:17][CH:18]=[CH:19][CH:20]=2)[CH:12]=1)(=[O:36])=[O:35]. The catalyst class is: 2. (6) Reactant: C[Al](C)C.C[Si]([N:9]=[N+:10]=[N-:11])(C)C.[C:12]([CH2:14][CH2:15][NH:16][S:17]([C:20]1[CH:25]=[C:24]([S:26]([C:29]2[CH:34]=[CH:33][CH:32]=[CH:31][CH:30]=2)(=[O:28])=[O:27])[CH:23]=[CH:22][C:21]=1[C:35]([F:38])([F:37])[F:36])(=[O:19])=[O:18])#[N:13]. Product: [C:29]1([S:26]([C:24]2[CH:23]=[CH:22][C:21]([C:35]([F:37])([F:38])[F:36])=[C:20]([S:17]([NH:16][CH2:15][CH2:14][C:12]3[N:9]=[N:10][NH:11][N:13]=3)(=[O:18])=[O:19])[CH:25]=2)(=[O:28])=[O:27])[CH:30]=[CH:31][CH:32]=[CH:33][CH:34]=1. The catalyst class is: 11.